Dataset: Reaction yield outcomes from USPTO patents with 853,638 reactions. Task: Predict the reaction yield, written as a fraction of the theoretical maximum amount of product (1.0 means a 100% yield; for example, 0.34 means a 34% yield). (1) The reactants are [C:1]([C:9](=[CH:15]OCC)[C:10]([O:12]CC)=O)(=[O:8])[C:2]1[CH:7]=[CH:6][CH:5]=[CH:4][CH:3]=1.[C:19]1([N:25]2[C:29]([NH2:30])=[CH:28][CH:27]=[N:26]2)[CH:24]=[CH:23][CH:22]=[CH:21][CH:20]=1.C1(OC2C=CC=CC=2)C=CC=CC=1. The catalyst is C(OCC)(=O)C. The product is [OH:12][C:10]1[C:9]([C:1]([C:2]2[CH:3]=[CH:4][CH:5]=[CH:6][CH:7]=2)=[O:8])=[CH:15][N:30]=[C:29]2[N:25]([C:19]3[CH:24]=[CH:23][CH:22]=[CH:21][CH:20]=3)[N:26]=[CH:27][C:28]=12. The yield is 0.420. (2) The reactants are Cl.Cl.Cl.[NH2:4][C@H:5]1[CH2:10][CH2:9][C@H:8]([CH2:11][CH2:12][N:13]2[CH2:18][CH2:17][N:16]([C:19]3[C:24]([Cl:25])=[C:23]([Cl:26])[N:22]=[C:21]([NH:27][CH3:28])[N:20]=3)[CH2:15][CH2:14]2)[CH2:7][CH2:6]1.C(N(CC)CC)C.[CH2:36]([N:38]=[C:39]=[O:40])[CH3:37]. The catalyst is ClCCl. The product is [Cl:25][C:24]1[C:19]([N:16]2[CH2:15][CH2:14][N:13]([CH2:12][CH2:11][C@H:8]3[CH2:9][CH2:10][C@H:5]([NH:4][C:39]([NH:38][CH2:36][CH3:37])=[O:40])[CH2:6][CH2:7]3)[CH2:18][CH2:17]2)=[N:20][C:21]([NH:27][CH3:28])=[N:22][C:23]=1[Cl:26]. The yield is 0.720. (3) The reactants are [C:1]([CH2:3][C:4]1[CH:12]=[CH:11][C:7]([C:8]([OH:10])=[O:9])=[CH:6][CH:5]=1)#[N:2].CCN(CC)CC.[SH2:20]. The catalyst is N1C=CC=CC=1. The product is [C:1]([CH2:3][C:4]1[CH:12]=[CH:11][C:7]([C:8]([OH:10])=[O:9])=[CH:6][CH:5]=1)(=[S:20])[NH2:2]. The yield is 0.830. (4) The reactants are C[Mg]Br.[CH:4]1([NH:8][C:9]2[C:14]([C:15]#[N:16])=[CH:13][N:12]=[C:11]([S:17][CH3:18])[N:10]=2)[CH2:7][CH2:6][CH2:5]1.[CH3:19][C:20](OC(C)=O)=[O:21]. The catalyst is C1(C)C=CC=CC=1. The product is [C:15]([C:14]1[C:9]([N:8]([CH:4]2[CH2:5][CH2:6][CH2:7]2)[C:20](=[O:21])[CH3:19])=[N:10][C:11]([S:17][CH3:18])=[N:12][CH:13]=1)#[N:16]. The yield is 0.500. (5) The reactants are C1(P(C2C=CC=CC=2)C2C=CC=CC=2)C=CC=CC=1.[C:20]([Br:24])(Br)(Br)Br.[Br:25][C:26]1[CH:31]=[CH:30][C:29](CO)=[C:28]([CH3:34])[CH:27]=1. The catalyst is C(Cl)Cl. The product is [Br:25][C:26]1[CH:31]=[CH:30][C:29]([CH2:20][Br:24])=[C:28]([CH3:34])[CH:27]=1. The yield is 0.810. (6) The reactants are [NH:1]1[C:5]2=[N:6][CH:7]=[CH:8][CH:9]=[C:4]2[C:3]([C:10]([O:12][CH3:13])=[O:11])=[N:2]1.[Br:14][C:15]1[CH:16]=[C:17](B(O)O)[CH:18]=[C:19]([CH3:21])[CH:20]=1. No catalyst specified. The product is [Br:14][C:15]1[CH:16]=[C:17]([N:1]2[C:5]3=[N:6][CH:7]=[CH:8][CH:9]=[C:4]3[C:3]([C:10]([O:12][CH3:13])=[O:11])=[N:2]2)[CH:18]=[C:19]([CH3:21])[CH:20]=1. The yield is 0.570. (7) The reactants are [CH2:1]([O:8][C:9]1[CH:14]=[CH:13][C:12]([C:15]2[O:16][C:17](=O)[C:18]3[C:23]([CH:24]=2)=[CH:22][CH:21]=[CH:20][C:19]=3[Cl:25])=[CH:11][CH:10]=1)[C:2]1[CH:7]=[CH:6][CH:5]=[CH:4][CH:3]=1.[F:27][C:28]1[CH:35]=[C:34]([F:36])[CH:33]=[CH:32][C:29]=1[CH2:30][NH2:31].Cl.ClC1C=CC=C2C=1C(=O)OC(C1C=CC(OC3C=CC=CC=3)=CC=1)=C2. The catalyst is C1(C)C=CC=CC=1. The product is [CH2:1]([O:8][C:9]1[CH:14]=[CH:13][C:12]([C:15]2[N:31]([CH2:30][C:29]3[CH:32]=[CH:33][C:34]([F:36])=[CH:35][C:28]=3[F:27])[C:17](=[O:16])[C:18]3[C:23]([CH:24]=2)=[CH:22][CH:21]=[CH:20][C:19]=3[Cl:25])=[CH:11][CH:10]=1)[C:2]1[CH:3]=[CH:4][CH:5]=[CH:6][CH:7]=1. The yield is 0.730.